Dataset: Reaction yield outcomes from USPTO patents with 853,638 reactions. Task: Predict the reaction yield, written as a fraction of the theoretical maximum amount of product (1.0 means a 100% yield; for example, 0.34 means a 34% yield). (1) The reactants are [NH2:1][C:2]([C:4]1[C:12]2[N:11]=[C:10]([C:13]3([NH:29]C(OCC4C5C=CC=CC=5C5C4=CC=CC=5)=O)[CH2:18][CH2:17][N:16]([C:19]([O:21][CH2:22][C:23]4[CH:28]=[CH:27][CH:26]=[CH:25][CH:24]=4)=[O:20])[CH2:15][CH2:14]3)[NH:9][C:8]=2[CH:7]=[CH:6][CH:5]=1)=[O:3]. The catalyst is CN(C=O)C.N1CCCCC1. The product is [NH2:29][C:13]1([C:10]2[NH:9][C:8]3[CH:7]=[CH:6][CH:5]=[C:4]([C:2]([NH2:1])=[O:3])[C:12]=3[N:11]=2)[CH2:18][CH2:17][N:16]([C:19]([O:21][CH2:22][C:23]2[CH:24]=[CH:25][CH:26]=[CH:27][CH:28]=2)=[O:20])[CH2:15][CH2:14]1. The yield is 0.640. (2) The reactants are [CH3:1][O:2][C:3]([C:5]1[C:13]([NH:14][C:15]2[CH:20]=[CH:19][CH:18]=[CH:17][C:16]=2[CH3:21])=[C:12]([F:22])[C:8]2[NH:9][CH:10]=[N:11][C:7]=2[CH:6]=1)=[O:4].C1COCC1.C1C(=O)N([Br:35])C(=O)C1.CC1C=CC(S(O)(=O)=O)=CC=1.O. The catalyst is CO.C1COCC1.CO. The product is [CH3:1][O:2][C:3]([C:5]1[C:13]([NH:14][C:15]2[CH:20]=[CH:19][C:18]([Br:35])=[CH:17][C:16]=2[CH3:21])=[C:12]([F:22])[C:8]2[NH:9][CH:10]=[N:11][C:7]=2[CH:6]=1)=[O:4]. The yield is 0.790. (3) The reactants are [Cl:1][C:2]1[S:6][C:5]([CH2:7][N:8]2[C:16]3[C:11](=[CH:12][CH:13]=[CH:14][CH:15]=3)[C:10](=O)[C:9]2=[O:18])=[CH:4][CH:3]=1.[F:19][C:20]([F:29])([F:28])[C:21]1[CH:22]=[C:23]([CH:25]=[CH:26][CH:27]=1)[NH2:24]. No catalyst specified. The product is [Cl:1][C:2]1[S:6][C:5]([CH2:7][N:8]2[C:16]3[C:11](=[CH:12][CH:13]=[CH:14][CH:15]=3)[C:10](=[N:24][C:23]3[CH:25]=[CH:26][CH:27]=[C:21]([C:20]([F:19])([F:28])[F:29])[CH:22]=3)[C:9]2=[O:18])=[CH:4][CH:3]=1. The yield is 0.610. (4) The reactants are [CH3:1][C:2]1[CH:3]=[C:4]([CH:12]=[C:13]([CH3:16])[C:14]=1[CH3:15])[O:5][C:6]([CH3:11])([CH3:10])[C:7]([OH:9])=O. The catalyst is CCCCCC. The product is [CH3:10][C:6]1([CH3:11])[C:7](=[O:9])[C:3]2[C:2]([CH3:1])=[C:14]([CH3:15])[C:13]([CH3:16])=[CH:12][C:4]=2[O:5]1. The yield is 0.900. (5) The reactants are [NH2:1][C:2]1[CH:7]=[CH:6][C:5]([C:8]2[C:16]3[C:15]([NH2:17])=[N:14][CH:13]=[N:12][C:11]=3[S:10][C:9]=2[CH3:18])=[CH:4][CH:3]=1.N1C=CC=CC=1.[C:25](Cl)(=[O:32])[C:26]1[CH:31]=[CH:30][CH:29]=[CH:28][CH:27]=1. The catalyst is ClCCl.O. The product is [NH2:17][C:15]1[C:16]2[C:8]([C:5]3[CH:4]=[CH:3][C:2]([NH:1][C:25](=[O:32])[C:26]4[CH:31]=[CH:30][CH:29]=[CH:28][CH:27]=4)=[CH:7][CH:6]=3)=[C:9]([CH3:18])[S:10][C:11]=2[N:12]=[CH:13][N:14]=1. The yield is 0.350. (6) The reactants are [CH3:1][C:2]([CH3:13])([CH3:12])[C:3]([NH:5][C:6]1[CH:11]=[CH:10][N:9]=[CH:8][CH:7]=1)=[O:4].C([Li])CCC.CCCCCC.Cl.[C:26](=O)([O-])[O-:27].[K+].[K+]. The catalyst is O1CCCC1.CN(C)C=O. The product is [CH:26]([C:7]1[CH:8]=[N:9][CH:10]=[CH:11][C:6]=1[NH:5][C:3](=[O:4])[C:2]([CH3:13])([CH3:12])[CH3:1])=[O:27]. The yield is 0.520.